From a dataset of Full USPTO retrosynthesis dataset with 1.9M reactions from patents (1976-2016). Predict the reactants needed to synthesize the given product. (1) Given the product [Cl:1][C:2]1[C:3](=[O:4])[N:17]([C:14]2[CH:13]=[C:12]([C:18]([F:19])([F:20])[F:21])[C:11]([I:10])=[CH:16][N:15]=2)[C:5](=[O:8])[C:6]=1[CH3:7], predict the reactants needed to synthesize it. The reactants are: [Cl:1][C:2]1[C:3](=O)[O:4][C:5](=[O:8])[C:6]=1[CH3:7].[I:10][C:11]1[C:12]([C:18]([F:21])([F:20])[F:19])=[CH:13][C:14]([NH2:17])=[N:15][CH:16]=1. (2) Given the product [F:13][C:8]1[N:7]=[C:6]([O:5][C@@H:4]2[CH2:15][CH2:1][N:2]([CH3:14])[CH2:3]2)[N:11]=[C:10]([NH2:12])[CH:9]=1, predict the reactants needed to synthesize it. The reactants are: [CH3:1][N:2]([CH3:14])[CH2:3][CH2:4][O:5][C:6]1[N:11]=[C:10]([NH2:12])[CH:9]=[C:8]([F:13])[N:7]=1.[CH3:15]N(C)CCO. (3) Given the product [CH3:11][C:12]1[CH:17]=[CH:16][C:15]([C:18]2[N:8]=[CH:7][C:2]([C:3]([O:5][CH3:6])=[O:4])=[N:1][C:20]=2[C:22]2[CH:23]=[CH:24][C:25]([CH3:28])=[CH:26][CH:27]=2)=[CH:14][CH:13]=1, predict the reactants needed to synthesize it. The reactants are: [NH2:1][CH:2]([CH2:7][NH2:8])[C:3]([O:5][CH3:6])=[O:4].[OH-].[K+].[CH3:11][C:12]1[CH:17]=[CH:16][C:15]([C:18]([C:20]([C:22]2[CH:27]=[CH:26][C:25]([CH3:28])=[CH:24][CH:23]=2)=O)=O)=[CH:14][CH:13]=1. (4) Given the product [CH3:1][N:2]1[CH2:7][CH2:6][N:5]([C:8]2[CH:16]=[C:15]3[C:11]([CH:12]=[C:13]([C:27]4[CH:32]=[CH:31][C:30]5[N:33]=[C:37]([C:39]6[CH:44]=[CH:43][CH:42]=[CH:41][N:40]=6)[NH:34][C:29]=5[CH:28]=4)[N:14]3[S:17]([C:20]3[CH:25]=[CH:24][C:23]([CH3:26])=[CH:22][CH:21]=3)(=[O:19])=[O:18])=[CH:10][CH:9]=2)[CH2:4][CH2:3]1, predict the reactants needed to synthesize it. The reactants are: [CH3:1][N:2]1[CH2:7][CH2:6][N:5]([C:8]2[CH:16]=[C:15]3[C:11]([CH:12]=[C:13]([C:27]4[CH:32]=[CH:31][C:30]([NH2:33])=[C:29]([N+:34]([O-])=O)[CH:28]=4)[N:14]3[S:17]([C:20]3[CH:25]=[CH:24][C:23]([CH3:26])=[CH:22][CH:21]=3)(=[O:19])=[O:18])=[CH:10][CH:9]=2)[CH2:4][CH2:3]1.[C:37]([C:39]1[CH:44]=[CH:43][CH:42]=[CH:41][N:40]=1)#N.C[O-].[Na+].C(O)(=O)C. (5) Given the product [CH2:24]([O:23][C:19]1[CH:18]=[C:17]([S:16][C:11]2[CH:12]=[C:13]3[C:8](=[CH:9][CH:10]=2)[CH:7]=[C:6]([C@:2]([NH:1][C:45](=[O:46])[O:44][C:40]([CH3:43])([CH3:42])[CH3:41])([CH3:5])[CH2:3][OH:4])[CH:15]=[CH:14]3)[CH:22]=[CH:21][CH:20]=1)[C:25]1[CH:30]=[CH:29][CH:28]=[CH:27][CH:26]=1, predict the reactants needed to synthesize it. The reactants are: [NH2:1][C@@:2]([C:6]1[CH:15]=[CH:14][C:13]2[C:8](=[CH:9][CH:10]=[C:11]([S:16][C:17]3[CH:22]=[CH:21][CH:20]=[C:19]([O:23][CH2:24][C:25]4[CH:30]=[CH:29][CH:28]=[CH:27][CH:26]=4)[CH:18]=3)[CH:12]=2)[CH:7]=1)([CH3:5])[CH2:3][OH:4].C(Cl)(Cl)Cl.C(=O)(O)[O-].[Na+].[C:40]([O:44][C:45](O[C:45]([O:44][C:40]([CH3:43])([CH3:42])[CH3:41])=[O:46])=[O:46])([CH3:43])([CH3:42])[CH3:41].